This data is from Cav3 T-type calcium channel HTS with 100,875 compounds. The task is: Binary Classification. Given a drug SMILES string, predict its activity (active/inactive) in a high-throughput screening assay against a specified biological target. (1) The drug is Clc1c(CC(=O)/N=C(/N)N)c(Cl)ccc1. The result is 0 (inactive). (2) The molecule is Fc1ccc(Cn2c(c3c(c2C)cn[nH]c3=O)C)cc1. The result is 0 (inactive). (3) The drug is O1c2c(OCC1)ccc(NC(=O)CCCC)c2. The result is 0 (inactive). (4) The drug is S(=O)(=O)(N(c1ccc(cc1)C(=O)NC(C)C)CC=C)C. The result is 0 (inactive).